This data is from Reaction yield outcomes from USPTO patents with 853,638 reactions. The task is: Predict the reaction yield, written as a fraction of the theoretical maximum amount of product (1.0 means a 100% yield; for example, 0.34 means a 34% yield). (1) The reactants are [Cl:1][C:2]1[CH:3]=[C:4]2[CH:10]=[CH:9][N:8]([Si:11]([CH:18]([CH3:20])[CH3:19])([CH:15]([CH3:17])[CH3:16])[CH:12]([CH3:14])[CH3:13])[C:5]2=[N:6][CH:7]=1.C([Li])(CC)C.Cl[C:27](=[O:42])[CH2:28][CH:29]1[CH2:34][CH2:33][N:32]([C:35]([O:37][C:38]([CH3:41])([CH3:40])[CH3:39])=[O:36])[CH2:31][CH2:30]1.O. The catalyst is C1COCC1. The product is [Cl:1][C:2]1[C:3]([C:27](=[O:42])[CH2:28][CH:29]2[CH2:34][CH2:33][N:32]([C:35]([O:37][C:38]([CH3:40])([CH3:39])[CH3:41])=[O:36])[CH2:31][CH2:30]2)=[C:4]2[CH:10]=[CH:9][N:8]([Si:11]([CH:15]([CH3:17])[CH3:16])([CH:18]([CH3:20])[CH3:19])[CH:12]([CH3:13])[CH3:14])[C:5]2=[N:6][CH:7]=1. The yield is 0.250. (2) The reactants are [CH3:1][S:2]([NH:5][C:6]1[CH:21]=[CH:20][C:9]2[NH:10][C:11]([CH2:16][C:17]([OH:19])=O)=[N:12][S:13](=[O:15])(=[O:14])[C:8]=2[CH:7]=1)(=[O:4])=[O:3].[CH2:22]([O:24][C:25]([CH:27]1[CH2:31][CH2:30][CH2:29][CH:28]1[N:32]=[CH:33][CH2:34][N:35]([CH3:37])[CH3:36])=[O:26])[CH3:23].C1(N=C=NC2CCCCC2)CCCCC1.ClCCl. The catalyst is CN(C)C=O. The product is [CH2:22]([O:24][C:25]([CH:27]1[CH2:31][CH2:30][CH2:29][CH:28]1[N:32]([CH2:33][CH2:34][N:35]([CH3:36])[CH3:37])[C:17](=[O:19])[CH2:16][C:11]1[NH:10][C:9]2[CH:20]=[CH:21][C:6]([NH:5][S:2]([CH3:1])(=[O:3])=[O:4])=[CH:7][C:8]=2[S:13](=[O:14])(=[O:15])[N:12]=1)=[O:26])[CH3:23]. The yield is 0.156. (3) No catalyst specified. The reactants are [Br:1][C:2]1[C:3]([N:17]2[CH2:21][CH2:20][C@@H:19]([NH:22]C(=O)OC(C)(C)C)[CH2:18]2)=[C:4]2[C:10]([NH:11][C:12](=[O:16])[C@@H:13]([OH:15])[CH3:14])=[CH:9][NH:8][C:5]2=[N:6][CH:7]=1.C(O)(C(F)(F)F)=O.C(Cl)[Cl:38]. The yield is 0.580. The product is [ClH:38].[NH2:22][C@@H:19]1[CH2:20][CH2:21][N:17]([C:3]2[C:2]([Br:1])=[CH:7][N:6]=[C:5]3[NH:8][CH:9]=[C:10]([NH:11][C:12](=[O:16])[C@@H:13]([OH:15])[CH3:14])[C:4]=23)[CH2:18]1. (4) The reactants are CC1C=C(C)C=C(C)C=1S([O-])(=O)=O.[NH2:14][N+:15]1[CH:20]=[CH:19][C:18]([Br:21])=[CH:17][C:16]=1[NH2:22].[F:23][C:24]1[N:32]=[CH:31][CH:30]=[CH:29][C:25]=1[C:26](Cl)=O. No catalyst specified. The product is [Br:21][C:18]1[CH:19]=[CH:20][N:15]2[N:14]=[C:26]([C:25]3[C:24]([F:23])=[N:32][CH:31]=[CH:30][CH:29]=3)[N:22]=[C:16]2[CH:17]=1. The yield is 0.708. (5) The reactants are [CH3:1][O:2][C:3]1[CH:4]=[C:5]2[C:9](=[CH:10][C:11]=1[O:12][CH3:13])[NH:8][C:7](=[O:14])[CH2:6]2.[NH:15]1[C:23]2[C:18](=[CH:19][CH:20]=[C:21]([CH:24]=O)[CH:22]=2)[CH:17]=[N:16]1. No catalyst specified. The product is [NH:15]1[C:23]2[C:18](=[CH:19][CH:20]=[C:21](/[CH:24]=[C:6]3/[C:7](=[O:14])[NH:8][C:9]4[C:5]/3=[CH:4][C:3]([O:2][CH3:1])=[C:11]([O:12][CH3:13])[CH:10]=4)[CH:22]=2)[CH:17]=[N:16]1. The yield is 0.670. (6) The reactants are [OH-].[Li+].C[O:4][C:5](=[O:14])[C:6]1[CH:11]=[C:10]([CH3:12])[CH:9]=[C:8]([F:13])[CH:7]=1. The catalyst is O1CCCC1. The product is [F:13][C:8]1[CH:7]=[C:6]([CH:11]=[C:10]([CH3:12])[CH:9]=1)[C:5]([OH:14])=[O:4]. The yield is 0.980.